From a dataset of Reaction yield outcomes from USPTO patents with 853,638 reactions. Predict the reaction yield, written as a fraction of the theoretical maximum amount of product (1.0 means a 100% yield; for example, 0.34 means a 34% yield). (1) The reactants are [F:1][C:2]1[C:10]2[C:6](=[C:7]([CH3:12])[N:8]([CH3:11])[N:9]=2)[CH:5]=[C:4]2[NH:13][C:14](=[O:24])[N:15]([C:16]3[CH:21]=[CH:20][C:19]([I:22])=[CH:18][C:17]=3[F:23])[C:3]=12.[Li+].C[Si]([N-][Si](C)(C)C)(C)C.[CH:35]1([S:38](Cl)(=[O:40])=[O:39])[CH2:37][CH2:36]1. The catalyst is C1COCC1. The product is [CH:35]1([S:38]([N:13]2[C:4]3=[CH:5][C:6]4[C:10]([C:2]([F:1])=[C:3]3[N:15]([C:16]3[CH:21]=[CH:20][C:19]([I:22])=[CH:18][C:17]=3[F:23])[C:14]2=[O:24])=[N:9][N:8]([CH3:11])[C:7]=4[CH3:12])(=[O:40])=[O:39])[CH2:37][CH2:36]1. The yield is 0.570. (2) The reactants are [CH3:1][O:2][C:3]1[CH:10]=[C:9]([O:11][CH3:12])[C:8]([O:13][CH3:14])=[CH:7][C:4]=1[CH:5]=O.[NH2:15][C:16]1[NH:20][N:19]=[CH:18][C:17]=1[C:21]#[N:22].[CH:23]1([N+:28]#[C-:29])[CH2:27][CH2:26][CH2:25][CH2:24]1.Cl(O)(=O)(=O)=O. The catalyst is CO. The product is [CH:23]1([NH:28][C:29]2[N:20]3[N:19]=[CH:18][C:17]([C:21]#[N:22])=[C:16]3[NH:15][C:5]=2[C:4]2[CH:7]=[C:8]([O:13][CH3:14])[C:9]([O:11][CH3:12])=[CH:10][C:3]=2[O:2][CH3:1])[CH2:27][CH2:26][CH2:25][CH2:24]1. The yield is 0.140. (3) The reactants are [C:1]([O:5][C:6]([N:8]1[CH2:12][C:11]([F:14])([F:13])[CH2:10][CH:9]1[C:15]([O:17]C)=[O:16])=[O:7])([CH3:4])([CH3:3])[CH3:2].[OH-].[Na+].Cl. The catalyst is C1COCC1. The product is [C:1]([O:5][C:6]([N:8]1[CH2:12][C:11]([F:13])([F:14])[CH2:10][CH:9]1[C:15]([OH:17])=[O:16])=[O:7])([CH3:4])([CH3:2])[CH3:3]. The yield is 0.920. (4) The reactants are [CH2:1]([C@H:3]1[C@@H:7]([C:8]2[N:12]3[C:13]4[CH:19]=[CH:18][N:17]([S:20]([C:23]5[CH:29]=[CH:28][C:26]([CH3:27])=[CH:25][CH:24]=5)(=[O:22])=[O:21])[C:14]=4[N:15]=[CH:16][C:11]3=[N:10][N:9]=2)[CH2:6][C@@H:5]([NH:30]C(=O)C)[CH2:4]1)[CH3:2].Cl. The catalyst is O1CCOCC1. The product is [CH2:1]([C@H:3]1[C@@H:7]([C:8]2[N:12]3[C:13]4[CH:19]=[CH:18][N:17]([S:20]([C:23]5[CH:24]=[CH:25][C:26]([CH3:27])=[CH:28][CH:29]=5)(=[O:22])=[O:21])[C:14]=4[N:15]=[CH:16][C:11]3=[N:10][N:9]=2)[CH2:6][C@@H:5]([NH2:30])[CH2:4]1)[CH3:2]. The yield is 0.560. (5) The reactants are [C:1]1([C:7](=[C:14]2[CH2:19][CH2:18][N:17]([C:20](=[O:36])[C:21]([C:23]3[C:31]4[C:26](=[C:27]([O:34][CH3:35])[N:28]=[CH:29][C:30]=4[O:32][CH3:33])[NH:25][CH:24]=3)=[O:22])[CH2:16][CH2:15]2)[C:8]#[C:9][Si](C)(C)C)[CH:6]=[CH:5][CH:4]=[CH:3][CH:2]=1.C([O-])([O-])=O.[K+].[K+]. The catalyst is CO. The product is [C:1]1([C:7](=[C:14]2[CH2:15][CH2:16][N:17]([C:20](=[O:36])[C:21]([C:23]3[C:31]4[C:26](=[C:27]([O:34][CH3:35])[N:28]=[CH:29][C:30]=4[O:32][CH3:33])[NH:25][CH:24]=3)=[O:22])[CH2:18][CH2:19]2)[C:8]#[CH:9])[CH:2]=[CH:3][CH:4]=[CH:5][CH:6]=1. The yield is 0.910.